This data is from Forward reaction prediction with 1.9M reactions from USPTO patents (1976-2016). The task is: Predict the product of the given reaction. (1) Given the reactants CO[C:3]([C:5]1[C:6]([OH:36])=[C:7]2[C:12](=[C:13]([C:15]3[CH:16]=[N:17][CH:18]=[CH:19][CH:20]=3)[N:14]=1)[N:11]([C@@H:21]([C:23]1[CH:28]=[CH:27][CH:26]=[CH:25][CH:24]=1)[CH3:22])[C:10](=[O:29])[C:9]([C:30]1[CH:35]=[CH:34][CH:33]=[CH:32][CH:31]=1)=[CH:8]2)=[O:4].[NH2:37][CH2:38][CH2:39][C:40]([OH:42])=[O:41].C[O-].[Na+], predict the reaction product. The product is: [OH:36][C:6]1[C:5]([C:3]([NH:37][CH2:38][CH2:39][C:40]([OH:42])=[O:41])=[O:4])=[N:14][C:13]([C:15]2[CH:16]=[N:17][CH:18]=[CH:19][CH:20]=2)=[C:12]2[C:7]=1[CH:8]=[C:9]([C:30]1[CH:35]=[CH:34][CH:33]=[CH:32][CH:31]=1)[C:10](=[O:29])[N:11]2[C@@H:21]([C:23]1[CH:24]=[CH:25][CH:26]=[CH:27][CH:28]=1)[CH3:22]. (2) Given the reactants CN([C:4]([O:8]N1N=NC2C=CC=CC1=2)=[N+](C)C)C.F[P-](F)(F)(F)(F)F.C1C=CC2N(O)N=NC=2C=1.[CH3:35][N:36]1[CH2:41][CH2:40][O:39][CH2:38][CH2:37]1.[CH2:47]([Sn](Cl)(Cl)[CH2:47][CH2:48][CH2:49][CH3:50])[CH2:48][CH2:49][CH3:50].C1([SiH3])C=CC=CC=1.[CH2:60]=[O:61].[OH2:62].[CH2:63]1[CH2:67][O:66][CH2:65][CH2:64]1, predict the reaction product. The product is: [CH3:35][N:36]1[CH2:41][CH2:40][O:39][CH:38]([CH2:65][O:66][C:67]2[CH:63]=[CH:64][C:60]3[O:61][C:50]([C:4]([OH:8])=[O:62])=[CH:49][C:48]=3[CH:47]=2)[CH2:37]1. (3) Given the reactants [N:1]1[CH:6]=[CH:5][CH:4]=[CH:3][C:2]=1[O:7][CH2:8][C:9]1[CH:27]=[CH:26][C:12]([CH2:13][C:14]2[CH:18]=[C:17]([C:19]3[C:20]([NH2:25])=[N:21][CH:22]=[CH:23][CH:24]=3)[O:16][N:15]=2)=[CH:11][CH:10]=1.[CH3:28][S:29]([OH:32])(=[O:31])=[O:30], predict the reaction product. The product is: [CH3:28][S:29]([OH:32])(=[O:31])=[O:30].[N:1]1[CH:6]=[CH:5][CH:4]=[CH:3][C:2]=1[O:7][CH2:8][C:9]1[CH:27]=[CH:26][C:12]([CH2:13][C:14]2[CH:18]=[C:17]([C:19]3[C:20]([NH2:25])=[N:21][CH:22]=[CH:23][CH:24]=3)[O:16][N:15]=2)=[CH:11][CH:10]=1.